This data is from Ames mutagenicity test results for genotoxicity prediction. The task is: Regression/Classification. Given a drug SMILES string, predict its toxicity properties. Task type varies by dataset: regression for continuous values (e.g., LD50, hERG inhibition percentage) or binary classification for toxic/non-toxic outcomes (e.g., AMES mutagenicity, cardiotoxicity, hepatotoxicity). Dataset: ames. (1) The molecule is CN1C(=O)C23CC4=CC=CC(O)C4N2C(=O)C1(CO)SS3. The result is 0 (non-mutagenic). (2) The drug is C=C(Br)CCl. The result is 1 (mutagenic). (3) The compound is Cc1cc2c3c(cccc3c1)-c1cc3ccccc3cc1-2. The result is 1 (mutagenic). (4) The molecule is c1cnc2cnncc2c1. The result is 0 (non-mutagenic).